Task: Predict the reaction yield, written as a fraction of the theoretical maximum amount of product (1.0 means a 100% yield; for example, 0.34 means a 34% yield).. Dataset: Reaction yield outcomes from USPTO patents with 853,638 reactions (1) The yield is 0.210. The catalyst is CO. The reactants are [CH:1]1([C:6]2([CH2:14][CH2:15][C:16]3[CH:21]=[CH:20][C:19]([CH2:22][C:23]#[N:24])=[C:18]([CH2:25][CH3:26])[CH:17]=3)[CH2:11][C:10](=[O:12])[CH2:9][C:8](=[O:13])[O:7]2)[CH2:5][CH2:4][CH2:3][CH2:2]1.[CH3:27][C:28]1[CH:33]=[C:32]([CH3:34])[N:31]2[N:35]=[C:36]([CH:38]=O)[N:37]=[C:30]2[N:29]=1. The product is [CH:1]1([C:6]2([CH2:14][CH2:15][C:16]3[CH:21]=[CH:20][C:19]([CH2:22][C:23]#[N:24])=[C:18]([CH2:25][CH3:26])[CH:17]=3)[CH2:11][C:10]([OH:12])=[C:9]([CH2:38][C:36]3[N:37]=[C:30]4[N:29]=[C:28]([CH3:27])[CH:33]=[C:32]([CH3:34])[N:31]4[N:35]=3)[C:8](=[O:13])[O:7]2)[CH2:5][CH2:4][CH2:3][CH2:2]1. (2) The reactants are [CH2:1]([N:3]1[C:7]([CH3:8])=[C:6]([NH:9][C:10](=[O:16])[O:11][C:12]([CH3:15])([CH3:14])[CH3:13])[CH:5]=[N:4]1)[CH3:2].[Li]CCCC.[CH3:22][C@:23]1([CH2:31][N:32]2[C:36]3[CH:37]=[C:38]([C:41]#[N:42])[CH:39]=[CH:40][C:35]=3[N:34]=[CH:33]2)CCC[C@:25]2(OC2)[CH2:24]1.CN1C(=O)CCC1. The catalyst is C1COCC1.O. The product is [CH2:1]([N:3]1[C:7]([CH3:8])=[C:6]([N:9]2[CH2:13][C@@:12]3([CH2:15][CH2:25][CH2:24][C@@:23]([CH2:31][N:32]4[C:36]5[CH:37]=[C:38]([C:41]#[N:42])[CH:39]=[CH:40][C:35]=5[N:34]=[CH:33]4)([CH3:22])[CH2:14]3)[O:11][C:10]2=[O:16])[CH:5]=[N:4]1)[CH3:2]. The yield is 0.389. (3) The reactants are [C:1]([O:4]C(=O)C)(=[O:3])[CH3:2].[OH:8][C@H:9]1[CH2:26][CH2:25][C@@:24]2([CH3:27])[CH:11]([CH2:12][CH2:13][C@@H:14]3[C@@H:23]2[C:22](=[O:28])[CH2:21][C@@:19]2([CH3:20])[C@H:15]3[CH2:16][CH2:17][C:18]2=[O:29])[CH2:10]1. The catalyst is N1C=CC=CC=1. The product is [C:1]([OH:4])(=[O:3])[CH3:2].[OH:8][C@H:9]1[CH2:26][CH2:25][C@@:24]2([CH3:27])[CH:11]([CH2:12][CH2:13][C@@H:14]3[C@@H:23]2[C:22](=[O:28])[CH2:21][C@@:19]2([CH3:20])[C@H:15]3[CH2:16][CH2:17][C:18]2=[O:29])[CH2:10]1. The yield is 0.664. (4) The reactants are [CH3:1][O:2][CH2:3][CH2:4][O:5][C:6]1[CH:7]=[C:8]([CH:11]=[CH:12][C:13]=1[O:14][CH2:15][CH2:16][O:17][CH3:18])[CH:9]=O.C(O)(=O)[CH2:20][C:21]([OH:23])=[O:22].N1CCCCC1. The catalyst is N1C=CC=CC=1. The product is [CH3:1][O:2][CH2:3][CH2:4][O:5][C:6]1[CH:7]=[C:8]([CH:9]=[CH:20][C:21]([OH:23])=[O:22])[CH:11]=[CH:12][C:13]=1[O:14][CH2:15][CH2:16][O:17][CH3:18]. The yield is 0.933. (5) The reactants are [F:1][C:2]1[CH:3]=[C:4]([CH2:8][C:9]([NH:11][NH2:12])=[O:10])[CH:5]=[CH:6][CH:7]=1.C(O[C:16](=[NH:22])[C:17]([O:19][CH2:20][CH3:21])=[O:18])C. The catalyst is C(O)C. The product is [NH2:22][C:16](=[N:12][NH:11][C:9](=[O:10])[CH2:8][C:4]1[CH:5]=[CH:6][CH:7]=[C:2]([F:1])[CH:3]=1)[C:17]([O:19][CH2:20][CH3:21])=[O:18]. The yield is 0.652. (6) The reactants are [F:1][C:2]1[CH:3]=[CH:4][C:5]([OH:11])=[C:6]([C:8](=O)[CH3:9])[CH:7]=1.Br[CH2:13][C:14]([O:16][CH3:17])=[O:15].C(=O)([O-])[O-].[K+].[K+]. The product is [F:1][C:2]1[CH:3]=[CH:4][C:5]2[O:11][C:13]([C:14]([O:16][CH3:17])=[O:15])=[C:8]([CH3:9])[C:6]=2[CH:7]=1. The catalyst is CN(C)C=O. The yield is 0.580.